From a dataset of Full USPTO retrosynthesis dataset with 1.9M reactions from patents (1976-2016). Predict the reactants needed to synthesize the given product. Given the product [Cl:12][C:13]1[CH:14]=[CH:15][C:16]([CH:19]([N:22]2[CH2:23][CH2:24][C:25]([F:29])([F:28])[CH2:26][CH2:27]2)[CH2:20][NH:21][C:4](=[O:6])[C:3]2[CH:7]=[CH:8][CH:9]=[C:10]([CH3:11])[C:2]=2[CH3:1])=[CH:17][CH:18]=1, predict the reactants needed to synthesize it. The reactants are: [CH3:1][C:2]1[C:10]([CH3:11])=[CH:9][CH:8]=[CH:7][C:3]=1[C:4]([OH:6])=O.[Cl:12][C:13]1[CH:18]=[CH:17][C:16]([CH:19]([N:22]2[CH2:27][CH2:26][C:25]([F:29])([F:28])[CH2:24][CH2:23]2)[CH2:20][NH2:21])=[CH:15][CH:14]=1.